Dataset: Reaction yield outcomes from USPTO patents with 853,638 reactions. Task: Predict the reaction yield, written as a fraction of the theoretical maximum amount of product (1.0 means a 100% yield; for example, 0.34 means a 34% yield). (1) The reactants are [CH3:1][N:2]([CH3:19])[C:3](=[O:18])[C@H:4]([O:6][C:7]1[CH:16]=[CH:15][CH:14]=[C:13]2[C:8]=1[C:9](=O)[NH:10][CH:11]=[N:12]2)[CH3:5].[CH3:20][C:21]1[S:22][C:23]([CH2:26][N:27]2[C:35]3[C:30](=[CH:31][C:32]([NH2:36])=[CH:33][CH:34]=3)[CH:29]=[N:28]2)=[CH:24][N:25]=1. No catalyst specified. The product is [CH3:1][N:2]([CH3:19])[C:3](=[O:18])[C@H:4]([O:6][C:7]1[CH:16]=[CH:15][CH:14]=[C:13]2[C:8]=1[C:9]([NH:36][C:32]1[CH:31]=[C:30]3[C:35](=[CH:34][CH:33]=1)[N:27]([CH2:26][C:23]1[S:22][C:21]([CH3:20])=[N:25][CH:24]=1)[N:28]=[CH:29]3)=[N:10][CH:11]=[N:12]2)[CH3:5]. The yield is 0.610. (2) The reactants are [C:1]([C:3]1[C:4]2([CH2:9][CH2:10][CH2:11][CH:12]=1)[CH2:8][CH2:7][CH2:6][CH2:5]2)#[CH:2].S(=O)(=O)(O)[OH:14].[OH-].[Na+]. The catalyst is C(O)(=O)C. The product is [CH2:8]1[C:4]2([CH2:9][CH2:10][CH2:11][CH:12]=[C:3]2[C:1](=[O:14])[CH3:2])[CH2:5][CH2:6][CH2:7]1. The yield is 0.460. (3) The reactants are [C:1]1([CH3:12])[CH:6]=[CH:5][C:4]([S:7]([C:10]#[CH:11])(=[O:9])=[O:8])=[CH:3][CH:2]=1.[CH2:13]=[CH:14][CH:15]=[CH2:16]. No catalyst specified. The product is [C:10]1([S:7]([C:4]2[CH:5]=[CH:6][C:1]([CH3:12])=[CH:2][CH:3]=2)(=[O:9])=[O:8])[CH2:16][CH:15]=[CH:14][CH2:13][CH:11]=1. The yield is 0.900.